From a dataset of Forward reaction prediction with 1.9M reactions from USPTO patents (1976-2016). Predict the product of the given reaction. (1) The product is: [C:1]1([NH:7][C:8](=[O:26])[O:9][C:10]2[CH:11]=[C:12]3[C:16](=[CH:17][CH:18]=2)[NH:15][CH2:14][CH2:13]3)[CH:2]=[CH:3][CH:4]=[CH:5][CH:6]=1. Given the reactants [C:1]1([NH:7][C:8](=[O:26])[O:9][C:10]2[CH:11]=[C:12]3[C:16](=[CH:17][CH:18]=2)[N:15](CC2C=CC=CC=2)[CH2:14][CH2:13]3)[CH:6]=[CH:5][CH:4]=[CH:3][CH:2]=1, predict the reaction product. (2) Given the reactants C(NC(C)C)(C)C.C([Li])CCC.C(N([Li])C(C)C)(C)C.[CH3:21][CH:22]1[CH2:27][CH2:26][C:25](=[O:28])[CH2:24][CH2:23]1.[CH3:29][Si:30](Cl)([CH3:32])[CH3:31].C(=O)(O)[O-].[Na+], predict the reaction product. The product is: [CH3:21][CH:22]1[CH2:27][CH2:26][C:25]([O:28][Si:30]([CH3:32])([CH3:31])[CH3:29])=[CH:24][CH2:23]1. (3) Given the reactants [CH3:1][N:2]([C:20]1[CH:25]=[CH:24][CH:23]=[CH:22][CH:21]=1)[C:3]([CH:5]1[CH2:17][C:16]2[C:15]3[C:10](=[CH:11][CH:12]=[C:13]([C:18]#[N:19])[CH:14]=3)[NH:9][C:8]=2[CH2:7][CH2:6]1)=[O:4].CC([O-])(C)C.[K+].Br[CH2:33][C:34]([O:36][CH2:37][CH3:38])=[O:35].OP([O-])(O)=O.[K+], predict the reaction product. The product is: [C:18]([C:13]1[CH:14]=[C:15]2[C:10](=[CH:11][CH:12]=1)[N:9]([CH2:33][C:34]([O:36][CH2:37][CH3:38])=[O:35])[C:8]1[CH2:7][CH2:6][CH:5]([C:3](=[O:4])[N:2]([CH3:1])[C:20]3[CH:21]=[CH:22][CH:23]=[CH:24][CH:25]=3)[CH2:17][C:16]2=1)#[N:19]. (4) Given the reactants [CH2:1]([O:8][C@H:9]([CH3:22])[C@H:10]([NH:14][C:15]([O:17][C:18]([CH3:21])([CH3:20])[CH3:19])=[O:16])[C:11]([OH:13])=[O:12])[C:2]1[CH:7]=[CH:6][CH:5]=[CH:4][CH:3]=1.C([O-])([O-])=O.[K+].[K+].[CH2:29](Br)[C:30]1[CH:35]=[CH:34][CH:33]=[CH:32][CH:31]=1, predict the reaction product. The product is: [CH2:1]([O:8][C@H:9]([CH3:22])[C@H:10]([NH:14][C:15]([O:17][C:18]([CH3:21])([CH3:20])[CH3:19])=[O:16])[C:11]([O:13][CH2:29][C:30]1[CH:35]=[CH:34][CH:33]=[CH:32][CH:31]=1)=[O:12])[C:2]1[CH:3]=[CH:4][CH:5]=[CH:6][CH:7]=1. (5) Given the reactants [CH2:1]([O:8][C:9]([N:11]1[CH2:16][CH:15]([CH3:17])[CH:14]([OH:18])[CH:13]([NH:19][C:20]([O:22][C:23]([CH3:26])([CH3:25])[CH3:24])=[O:21])[CH2:12]1)=[O:10])[C:2]1[CH:7]=[CH:6][CH:5]=[CH:4][CH:3]=1.N1C=CC=CC=1.CC(OI1(OC(C)=O)(OC(C)=O)OC(=O)C2C=CC=CC1=2)=O.C([O-])(O)=O.[Na+].[O-]S([O-])(=S)=O.[Na+].[Na+], predict the reaction product. The product is: [CH2:1]([O:8][C:9]([N:11]1[CH2:16][CH:15]([CH3:17])[C:14](=[O:18])[CH:13]([NH:19][C:20]([O:22][C:23]([CH3:24])([CH3:26])[CH3:25])=[O:21])[CH2:12]1)=[O:10])[C:2]1[CH:3]=[CH:4][CH:5]=[CH:6][CH:7]=1.